From a dataset of Full USPTO retrosynthesis dataset with 1.9M reactions from patents (1976-2016). Predict the reactants needed to synthesize the given product. (1) Given the product [CH2:13]([O:15][C:16]([C:18]1[CH:23]=[CH:22][C:21]([C:2]2[CH:7]=[C:6]([N+:8]([O-:10])=[O:9])[CH:5]=[CH:4][C:3]=2[O:11][CH3:12])=[CH:20][CH:19]=1)=[O:17])[CH3:14], predict the reactants needed to synthesize it. The reactants are: Br[C:2]1[CH:7]=[C:6]([N+:8]([O-:10])=[O:9])[CH:5]=[CH:4][C:3]=1[O:11][CH3:12].[CH2:13]([O:15][C:16]([C:18]1[CH:23]=[CH:22][C:21](B(O)O)=[CH:20][CH:19]=1)=[O:17])[CH3:14].C(=O)([O-])[O-].[Cs+].[Cs+]. (2) Given the product [CH:17]([N:15]1[N:14]=[N:13][C:12]([CH2:11][CH2:10][OH:9])=[N:16]1)([CH3:19])[CH3:18].[CH:31]([N:30]1[C:26]([CH2:25][CH2:24][OH:23])=[N:27][N:28]=[N:29]1)([CH3:33])[CH3:32], predict the reactants needed to synthesize it. The reactants are: [H-].[Al+3].[Li+].[H-].[H-].[H-].C([O:9][C:10](=O)[CH2:11][C:12]1[N:13]=[N:14][N:15]([CH:17]([CH3:19])[CH3:18])[N:16]=1)C.C([O:23][C:24](=O)[CH2:25][C:26]1[N:30]([CH:31]([CH3:33])[CH3:32])[N:29]=[N:28][N:27]=1)C.O. (3) The reactants are: [Br:1][C:2]1[CH:3]=[CH:4][C:5]2[O:9][C:8]([C:10](=[O:12])[NH2:11])=[C:7]([NH:13][C:14]([CH:16]3[CH2:19]N(C(OC(C)(C)C)=O)[CH2:17]3)=[O:15])[C:6]=2[CH:27]=1.[C:28]([O:32][C:33]([NH:35][CH:36]1[CH2:41]CC(C(O)=O)C[CH2:37]1)=[O:34])([CH3:31])([CH3:30])[CH3:29].C(N1CC(C(O)=O)C1)(OC(C)(C)C)=O. Given the product [Br:1][C:2]1[CH:3]=[CH:4][C:5]2[O:9][C:8]([C:10](=[O:12])[NH2:11])=[C:7]([NH:13][C:14]([CH:16]3[CH2:17][CH2:37][CH:36]([NH:35][C:33](=[O:34])[O:32][C:28]([CH3:29])([CH3:31])[CH3:30])[CH2:41][CH2:19]3)=[O:15])[C:6]=2[CH:27]=1, predict the reactants needed to synthesize it. (4) The reactants are: Br[C:2]1[CH:3]=[C:4]([NH:10][C:11]2[CH:16]=[CH:15][C:14]([N:17]3[CH2:22][C@@H:21]([CH3:23])[N:20]([CH:24]4[CH2:27][O:26][CH2:25]4)[CH2:19][C@@H:18]3[CH3:28])=[CH:13][N:12]=2)[C:5](=[O:9])[N:6]([CH3:8])[CH:7]=1.[B:29]1([B:29]2[O:33][C:32]([CH3:35])([CH3:34])[C:31]([CH3:37])([CH3:36])[O:30]2)[O:33][C:32]([CH3:35])([CH3:34])[C:31]([CH3:37])([CH3:36])[O:30]1.CC(C1C=C(C(C)C)C(C2C=CC=CC=2P(C2CCCCC2)C2CCCCC2)=C(C(C)C)C=1)C.C([O-])(=O)C.[K+]. Given the product [CH3:28][C@H:18]1[CH2:19][N:20]([CH:24]2[CH2:27][O:26][CH2:25]2)[C@H:21]([CH3:23])[CH2:22][N:17]1[C:14]1[CH:15]=[CH:16][C:11]([NH:10][C:4]2[C:5](=[O:9])[N:6]([CH3:8])[CH:7]=[C:2]([B:29]3[O:33][C:32]([CH3:35])([CH3:34])[C:31]([CH3:37])([CH3:36])[O:30]3)[CH:3]=2)=[N:12][CH:13]=1, predict the reactants needed to synthesize it. (5) Given the product [Cl:1][C:2]1[CH:3]=[C:4]([NH:9][C:10]2[C:19]3[C:14](=[CH:15][C:16]([O:21][CH:22]4[CH2:26][CH2:25][O:24][CH2:23]4)=[C:17]([NH:20][C@H:32]4[CH2:33][CH2:28][CH2:29][N:30]([C:34]([O:36][C:37]([CH3:40])([CH3:39])[CH3:38])=[O:35])[CH2:31]4)[CH:18]=3)[N:13]=[CH:12][N:11]=2)[CH:5]=[CH:6][C:7]=1[F:8], predict the reactants needed to synthesize it. The reactants are: [Cl:1][C:2]1[CH:3]=[C:4]([NH:9][C:10]2[C:19]3[C:14](=[CH:15][C:16]([O:21][C@H:22]4[CH2:26][CH2:25][O:24][CH2:23]4)=[C:17]([NH2:20])[CH:18]=3)[N:13]=[CH:12][N:11]=2)[CH:5]=[CH:6][C:7]=1[F:8].O=[C:28]1[CH2:33][CH2:32][CH2:31][N:30]([C:34]([O:36][C:37]([CH3:40])([CH3:39])[CH3:38])=[O:35])[CH2:29]1.